Predict the reactants needed to synthesize the given product. From a dataset of Full USPTO retrosynthesis dataset with 1.9M reactions from patents (1976-2016). Given the product [F:34][C:35]([F:41])([F:40])[CH2:36][NH:37][CH2:38][CH2:46][NH:48][C:30]([C:26]1[C:25]([CH3:33])=[C:24](/[CH:23]=[C:16]2\[C:17](=[O:22])[NH:18][C:19]3[C:15]\2=[CH:14][C:13]([S:10]([CH2:9][C:3]2[C:2]([Cl:1])=[CH:7][CH:6]=[CH:5][C:4]=2[Cl:8])(=[O:11])=[O:12])=[CH:21][CH:20]=3)[NH:28][C:27]=1[CH3:29])=[O:32], predict the reactants needed to synthesize it. The reactants are: [Cl:1][C:2]1[CH:7]=[CH:6][CH:5]=[C:4]([Cl:8])[C:3]=1[CH2:9][S:10]([C:13]1[CH:14]=[C:15]2[C:19](=[CH:20][CH:21]=1)[NH:18][C:17](=[O:22])/[C:16]/2=[CH:23]\[C:24]1[NH:28][C:27]([CH3:29])=[C:26]([C:30]([OH:32])=O)[C:25]=1[CH3:33])(=[O:12])=[O:11].[F:34][C:35]([F:41])([F:40])[CH2:36][NH:37][CH2:38]N.C1C=CC2N(O)N=[N:48][C:46]=2C=1.CCN=C=NCCCN(C)C.